From a dataset of Catalyst prediction with 721,799 reactions and 888 catalyst types from USPTO. Predict which catalyst facilitates the given reaction. (1) Reactant: P(Br)(Br)[Br:2].CN(C)[CH:7]=[O:8].[F:10][C:11]1[CH:20]=[C:19]2[C:14]([CH2:15][CH2:16][C:17](=O)[CH2:18]2)=[CH:13][CH:12]=1.C(=O)(O)[O-].[Na+]. Product: [Br:2][C:17]1[CH2:16][CH2:15][C:14]2[C:19](=[CH:20][C:11]([F:10])=[CH:12][CH:13]=2)[C:18]=1[CH:7]=[O:8]. The catalyst class is: 22. (2) Reactant: Cl.CO[NH:4][CH3:5].[Cl-].[CH3:7][Al+]C.[Cl:10][C:11]1[CH:16]=[CH:15][C:14]([CH2:17][CH:18]([C:23]2[CH:28]=[CH:27][CH:26]=[C:25]([F:29])[CH:24]=2)C(OC)=O)=[CH:13][CH:12]=1. Product: [ClH:10].[NH2:4][CH:5]([CH:18]([C:23]1[CH:28]=[CH:27][CH:26]=[C:25]([F:29])[CH:24]=1)[CH2:17][C:14]1[CH:13]=[CH:12][C:11]([Cl:10])=[CH:16][CH:15]=1)[CH3:7]. The catalyst class is: 2. (3) Reactant: [CH3:1][C:2]1[C:3]([CH2:9][N:10]([CH:15]2[C:24]3[N:23]=[CH:22][CH:21]=[CH:20][C:19]=3[CH2:18][CH2:17][CH2:16]2)[CH2:11][CH2:12][CH2:13][NH2:14])=[N:4][CH:5]=[C:6]([CH3:8])[CH:7]=1.CCN(CC)CC.[CH3:32][C:33](OC(C)=O)=[O:34]. Product: [CH3:1][C:2]1[C:3]([CH2:9][N:10]([CH:15]2[C:24]3[N:23]=[CH:22][CH:21]=[CH:20][C:19]=3[CH2:18][CH2:17][CH2:16]2)[CH2:11][CH2:12][CH2:13][NH:14][C:33](=[O:34])[CH3:32])=[N:4][CH:5]=[C:6]([CH3:8])[CH:7]=1. The catalyst class is: 2. (4) Product: [CH2:30]([O:29][C:27]([CH:26]([NH:11][C@H:10]([C:12]([OH:14])=[O:13])[CH2:9][CH2:8][CH2:7][CH2:6][NH:5][C:3](=[O:4])[C:2]([F:15])([F:16])[F:1])[CH2:25][CH2:17][C:18]1[CH:19]=[CH:20][CH:21]=[CH:22][CH:23]=1)=[O:28])[CH3:31]. Reactant: [F:1][C:2]([F:16])([F:15])[C:3]([NH:5][CH2:6][CH2:7][CH2:8][CH2:9][C@@H:10]([C:12]([OH:14])=[O:13])[NH2:11])=[O:4].[C:17](/[CH:25]=[CH:26]/[C:27]([O:29][CH2:30][CH3:31])=[O:28])(=O)[C:18]1[CH:23]=[CH:22][CH:21]=[CH:20][CH:19]=1.[OH-].[Li+]. The catalyst class is: 8. (5) The catalyst class is: 141. Reactant: [Cl:1][C:2]1[C:3]([NH:12][C:13]2[C:18]([Cl:19])=[CH:17][N:16]=[C:15](Cl)[N:14]=2)=[C:4]([CH:9]=[CH:10][CH:11]=1)[C:5]([NH:7][CH3:8])=[O:6].[NH2:21][C:22]1[CH:37]=[CH:36][C:25]2[N:26]([CH2:34][CH3:35])[C:27](=[O:33])[CH2:28][CH2:29][C:30]([CH3:32])([CH3:31])[C:24]=2[CH:23]=1.CC1(C)[C@]2(CS(O)(=O)=O)C(C[C@H]1CC2)=O. Product: [Cl:1][C:2]1[C:3]([NH:12][C:13]2[C:18]([Cl:19])=[CH:17][N:16]=[C:15]([NH:21][C:22]3[CH:37]=[CH:36][C:25]4[N:26]([CH2:34][CH3:35])[C:27](=[O:33])[CH2:28][CH2:29][C:30]([CH3:31])([CH3:32])[C:24]=4[CH:23]=3)[N:14]=2)=[C:4]([CH:9]=[CH:10][CH:11]=1)[C:5]([NH:7][CH3:8])=[O:6]. (6) Reactant: Br[C:2]1[CH:3]=[C:4]2[C:9](=[CH:10][CH:11]=1)[N:8]=[CH:7][CH:6]=[CH:5]2.C[S-:13].[Na+].Cl. Product: [N:8]1[C:9]2[C:4](=[CH:3][C:2]([SH:13])=[CH:11][CH:10]=2)[CH:5]=[CH:6][CH:7]=1. The catalyst class is: 675. (7) Reactant: C(N(CC)CC)C.Cl[CH2:9][C:10]#[N:11].[NH2:12][C:13]1[CH:21]=[C:20]([F:22])[CH:19]=[CH:18][C:14]=1[C:15]([OH:17])=[O:16]. Product: [C:10]([CH2:9][O:17][C:15](=[O:16])[C:14]1[CH:18]=[CH:19][C:20]([F:22])=[CH:21][C:13]=1[NH2:12])#[N:11]. The catalyst class is: 21. (8) Reactant: [CH3:1][O:2][C:3](=[O:27])/[CH:4]=[CH:5]/[C:6]1[CH:7]=[C:8]2[C:23](=[CH:24][CH:25]=1)[O:22][C:11]1([CH2:14][N:13]([C:15]([O:17][C:18](C)(C)[CH3:19])=[O:16])[CH2:12]1)[CH2:10][C:9]2=[O:26].ClC(OCC)=O.CCN(C(C)C)C(C)C. Product: [CH3:1][O:2][C:3](=[O:27])/[CH:4]=[CH:5]/[C:6]1[CH:7]=[C:8]2[C:23](=[CH:24][CH:25]=1)[O:22][C:11]1([CH2:14][N:13]([C:15]([O:17][CH2:18][CH3:19])=[O:16])[CH2:12]1)[CH2:10][C:9]2=[O:26]. The catalyst class is: 2. (9) Reactant: [NH2:1][C:2]([NH:4][NH:5][C:6](=O)[CH2:7][C:8]([O:10][CH2:11][CH3:12])=[O:9])=[S:3].[O-]CC.[Na+]. Product: [SH:3][C:2]1[NH:4][N:5]=[C:6]([CH2:7][C:8]([O:10][CH2:11][CH3:12])=[O:9])[N:1]=1. The catalyst class is: 8. (10) Reactant: Cl[C:2]1C=CC=C(C(OO)=O)C=1.[C:12]([O:16][C:17]([N:19]1[CH2:30][CH2:29][C:22]2[N:23]=[C:24](SC)[N:25]=[CH:26][C:21]=2[CH2:20]1)=[O:18])([CH3:15])([CH3:14])[CH3:13].[S:31]([O-:35])([O-])(=[O:33])=S.[Na+].[Na+].C(=O)(O)[O-].[Na+]. Product: [C:12]([O:16][C:17]([N:19]1[CH2:30][CH2:29][C:22]2[N:23]=[C:24]([S:31]([CH3:2])(=[O:35])=[O:33])[N:25]=[CH:26][C:21]=2[CH2:20]1)=[O:18])([CH3:14])([CH3:13])[CH3:15]. The catalyst class is: 2.